Dataset: Forward reaction prediction with 1.9M reactions from USPTO patents (1976-2016). Task: Predict the product of the given reaction. (1) Given the reactants [C:1]([C:4]1[CH:9]=[CH:8][C:7]([CH:10]2[CH2:15][CH2:14][N:13]([C:16]([O:18][C:19]([CH3:22])([CH3:21])[CH3:20])=[O:17])[CH2:12][CH2:11]2)=[CH:6][CH:5]=1)(O)=[O:2].C(C1NC=CN=1)(C1NC=CN=1)=O.Cl.Cl.[NH2:37][C:38]1[C:46]([NH2:47])=[CH:45][CH:44]=[CH:43][C:39]=1[C:40]([NH2:42])=[O:41].C(O)(C)C, predict the reaction product. The product is: [NH2:37][C:38]1[C:39]([C:40](=[O:41])[NH2:42])=[CH:43][CH:44]=[CH:45][C:46]=1[NH:47][C:1]([C:4]1[CH:9]=[CH:8][C:7]([CH:10]2[CH2:15][CH2:14][N:13]([C:16]([O:18][C:19]([CH3:20])([CH3:22])[CH3:21])=[O:17])[CH2:12][CH2:11]2)=[CH:6][CH:5]=1)=[O:2]. (2) Given the reactants [N+:29]([C:26]1[CH:27]=[CH:28][C:23]([O:22]P([O:22][C:23]2[CH:28]=[CH:27][C:26]([N+:29]([O-:31])=[O:30])=[CH:25][CH:24]=2)[O:22][C:23]2[CH:28]=[CH:27][C:26]([N+:29]([O-:31])=[O:30])=[CH:25][CH:24]=2)=[CH:24][CH:25]=1)([O-:31])=[O:30].[OH:32][C:33]1[CH:41]=[C:40]([O:42][CH3:43])[C:39]([O:44][CH3:45])=[CH:38][C:34]=1[C:35](O)=[O:36].OS(O)(=O)=O.CO, predict the reaction product. The product is: [N+:29]([C:26]1[CH:25]=[CH:24][C:23]([O:22][C:35](=[O:36])[C:34]2[CH:38]=[C:39]([O:44][CH3:45])[C:40]([O:42][CH3:43])=[CH:41][C:33]=2[OH:32])=[CH:28][CH:27]=1)([O-:31])=[O:30]. (3) Given the reactants [NH2:1][C:2]1[CH:10]=[CH:9][C:8](I)=[CH:7][C:3]=1[C:4]([OH:6])=[O:5].CCN(CC)CC.[CH:19]1C=CC(P(C2C=CC=CC=2)CCCP(C2C=CC=CC=2)C2C=CC=CC=2)=CC=1.[C]=O.[C:50]([OH:53])(=[O:52])C, predict the reaction product. The product is: [NH2:1][C:2]1[CH:10]=[CH:9][C:8]([C:50]([O:53][CH3:19])=[O:52])=[CH:7][C:3]=1[C:4]([OH:6])=[O:5]. (4) Given the reactants [CH2:1]([O:8][C:9]1[CH:14]=[CH:13][C:12]([C:15](=[O:17])[CH3:16])=[C:11]([OH:18])[CH:10]=1)[C:2]1[CH:7]=[CH:6][CH:5]=[CH:4][CH:3]=1.Cl[CH2:20][O:21][CH3:22].CC(C)([O-])C.[K+].O, predict the reaction product. The product is: [CH2:1]([O:8][C:9]1[CH:14]=[CH:13][C:12]([C:15](=[O:17])[CH3:16])=[C:11]([O:18][CH2:20][O:21][CH3:22])[CH:10]=1)[C:2]1[CH:3]=[CH:4][CH:5]=[CH:6][CH:7]=1. (5) Given the reactants C([N:8]([CH2:33][C@@H:34]([C:36]1[CH:41]=[CH:40][CH:39]=[C:38]([Cl:42])[CH:37]=1)[OH:35])[CH2:9][CH2:10][C:11]1[CH:16]=[CH:15][C:14]([S:17]([C:20]2[CH:25]=[CH:24][C:23]([O:26][CH2:27][C:28]3[NH:32][N:31]=[N:30][N:29]=3)=[CH:22][CH:21]=2)(=[O:19])=[O:18])=[CH:13][CH:12]=1)C1C=CC=CC=1.C(N(CC)CC)C.[H][H], predict the reaction product. The product is: [ClH:42].[Cl:42][C:38]1[CH:37]=[C:36]([C@@H:34]([OH:35])[CH2:33][NH:8][CH2:9][CH2:10][C:11]2[CH:12]=[CH:13][C:14]([S:17]([C:20]3[CH:25]=[CH:24][C:23]([O:26][CH2:27][C:28]4[NH:32][N:31]=[N:30][N:29]=4)=[CH:22][CH:21]=3)(=[O:18])=[O:19])=[CH:15][CH:16]=2)[CH:41]=[CH:40][CH:39]=1. (6) Given the reactants [CH:1]1[C:14]2[C:13](=O)[C:12]3[C:7](=[CH:8][CH:9]=[CH:10][CH:11]=3)[S:6][C:5]=2[CH:4]=[CH:3][CH:2]=1.[H-].[H-].[H-].[H-].[Li+].[Al+3].CCOCC.O, predict the reaction product. The product is: [CH:1]1[C:14]2[CH2:13][C:12]3[C:7](=[CH:8][CH:9]=[CH:10][CH:11]=3)[S:6][C:5]=2[CH:4]=[CH:3][CH:2]=1.